This data is from Full USPTO retrosynthesis dataset with 1.9M reactions from patents (1976-2016). The task is: Predict the reactants needed to synthesize the given product. (1) Given the product [F:14][C:15]1[C:20]([C:6]2[C:7]([O:9][CH3:10])=[N:8][C:3]([O:2][CH3:1])=[N:4][CH:5]=2)=[CH:19][CH:18]=[C:17]([CH3:22])[N:16]=1, predict the reactants needed to synthesize it. The reactants are: [CH3:1][O:2][C:3]1[N:8]=[C:7]([O:9][CH3:10])[C:6](B(O)O)=[CH:5][N:4]=1.[F:14][C:15]1[C:20](I)=[CH:19][CH:18]=[C:17]([CH3:22])[N:16]=1.C([O-])([O-])=O.[Na+].[Na+].C1C=CC(P(C2C=CC=CC=2)C2C=CC=CC=2)=CC=1. (2) Given the product [CH3:1][N:2]1[CH:6]=[C:5]([N:7]2[C:19]3[C:18]4[CH:17]=[C:16]([C:20]5[CH:21]=[N:22][CH:23]=[C:24]([C:26]([O:29][CH2:34][CH3:35])([CH3:28])[CH3:27])[CH:25]=5)[CH:15]=[CH:14][C:13]=4[N:12]=[CH:11][C:10]=3[N:9]([CH3:30])[C:8]2=[O:31])[C:4]([CH3:32])=[N:3]1, predict the reactants needed to synthesize it. The reactants are: [CH3:1][N:2]1[CH:6]=[C:5]([N:7]2[C:19]3[C:18]4[CH:17]=[C:16]([C:20]5[CH:21]=[N:22][CH:23]=[C:24]([C:26]([OH:29])([CH3:28])[CH3:27])[CH:25]=5)[CH:15]=[CH:14][C:13]=4[N:12]=[CH:11][C:10]=3[N:9]([CH3:30])[C:8]2=[O:31])[C:4]([CH3:32])=[N:3]1.I[CH2:34][CH3:35].IC. (3) The reactants are: C([O:4][C@H:5]1[CH2:10][CH2:9][C@@:8]([C@H:12]2[CH2:20][CH2:19][C:18]3[C@:17]([CH3:27])([C:21]4[CH:26]=[CH:25][CH:24]=[CH:23][CH:22]=4)[C@H:16]([OH:28])[CH2:15][C:14]=3[C@@H:13]2[CH2:29][OH:30])([CH3:11])[C@@H:7]([CH2:31][OH:32])[CH2:6]1)(=O)C.C(=O)([O-])[O-].[K+].[K+]. Given the product [OH:4][C@H:5]1[CH2:10][CH2:9][C@@:8]([C@H:12]2[CH2:20][CH2:19][C:18]3[C@:17]([CH3:27])([C:21]4[CH:22]=[CH:23][CH:24]=[CH:25][CH:26]=4)[C@H:16]([OH:28])[CH2:15][C:14]=3[C@@H:13]2[CH2:29][OH:30])([CH3:11])[C@@H:7]([CH2:31][OH:32])[CH2:6]1, predict the reactants needed to synthesize it. (4) The reactants are: [F:1][C:2]1[N:7]=[C:6]([C:8]2[N:9]([CH2:13][C:14]3[N:19]=[N:18][C:17]([NH2:20])=[CH:16][C:15]=3[CH2:21][CH2:22][CH3:23])[CH:10]=[CH:11][N:12]=2)[CH:5]=[CH:4][CH:3]=1.Cl[CH2:25][CH:26]=O.CCOC(C)=O. Given the product [F:1][C:2]1[N:7]=[C:6]([C:8]2[N:9]([CH2:13][C:14]3[C:15]([CH2:21][CH2:22][CH3:23])=[CH:16][C:17]4[N:18]([CH:25]=[CH:26][N:20]=4)[N:19]=3)[CH:10]=[CH:11][N:12]=2)[CH:5]=[CH:4][CH:3]=1, predict the reactants needed to synthesize it. (5) The reactants are: [Cl:1][C:2]1[C:11]2[C:10]([CH3:13])([CH3:12])[CH2:9][CH:8]=[C:7]([CH:14]([CH3:16])[CH3:15])[C:6]=2[CH:5]=[C:4]([CH:17]([OH:20])[CH2:18][CH3:19])[C:3]=1[O:21][CH2:22][CH3:23].C[N+]1([O-])CCOCC1.C(#N)C. Given the product [Cl:1][C:2]1[C:11]2[C:10]([CH3:13])([CH3:12])[CH2:9][CH:8]=[C:7]([CH:14]([CH3:16])[CH3:15])[C:6]=2[CH:5]=[C:4]([C:17](=[O:20])[CH2:18][CH3:19])[C:3]=1[O:21][CH2:22][CH3:23], predict the reactants needed to synthesize it. (6) The reactants are: C([SiH](CC)CC)C.[CH2:8]([O:15][CH2:16][N:17]1[C:21]2[CH:22]=[N:23][NH:24][C:25](=[O:26])[C:20]=2[C:19]([C:27](O)([CH3:29])[CH3:28])=[CH:18]1)[C:9]1[CH:14]=[CH:13][CH:12]=[CH:11][CH:10]=1.C(=O)([O-])O.[Na+]. Given the product [CH2:8]([O:15][CH2:16][N:17]1[C:21]2[CH:22]=[N:23][NH:24][C:25](=[O:26])[C:20]=2[C:19]([CH:27]([CH3:29])[CH3:28])=[CH:18]1)[C:9]1[CH:14]=[CH:13][CH:12]=[CH:11][CH:10]=1, predict the reactants needed to synthesize it. (7) Given the product [CH2:24]([N:5]([CH2:6][CH2:7][C:8]1[CH:13]=[CH:12][C:11]([Cl:14])=[CH:10][C:9]=1[I:15])[C:3](=[O:4])[C:2]([F:16])([F:1])[F:17])[CH:25]=[CH:26][CH3:27], predict the reactants needed to synthesize it. The reactants are: [F:1][C:2]([F:17])([F:16])[C:3]([NH:5][CH2:6][CH2:7][C:8]1[CH:13]=[CH:12][C:11]([Cl:14])=[CH:10][C:9]=1[I:15])=[O:4].C([O-])([O-])=O.[K+].[K+].[CH2:24](Br)[CH:25]=[CH:26][CH3:27]. (8) Given the product [C:23]([O:27][C:28](=[O:29])[NH:30][C@H:31]([C:32](=[O:33])[NH:21][C:20]1[C:15]([NH:14][C:10]2[CH:9]=[C:8]([CH3:22])[CH:13]=[CH:12][CH:11]=2)=[N:16][CH:17]=[CH:18][CH:19]=1)[CH3:35])([CH3:24])([CH3:25])[CH3:26], predict the reactants needed to synthesize it. The reactants are: C(N(CC)CC)C.[C:8]1([CH3:22])[CH:13]=[CH:12][CH:11]=[C:10]([NH:14][C:15]2[C:20]([NH2:21])=[CH:19][CH:18]=[CH:17][N:16]=2)[CH:9]=1.[C:23]([O:27][C:28]([NH:30][C@@H:31]([CH3:35])[C:32](O)=[O:33])=[O:29])([CH3:26])([CH3:25])[CH3:24].C1C=NC2N(O)N=NC=2C=1.Cl.CN(C)CCCN=C=NCC. (9) The reactants are: [O:1]=[C:2]1[C:6]2([CH2:11][CH2:10][CH2:9][N:8]([C:12]([O:14][C:15]([CH3:18])([CH3:17])[CH3:16])=[O:13])[CH2:7]2)[CH:5]([C:19]2[CH:24]=[CH:23][CH:22]=[CH:21][CH:20]=2)[CH2:4][NH:3]1.[H-].[Na+].ClC(Cl)(Cl)S(O[CH2:33][C:34]([F:37])([F:36])[F:35])(=O)=O. Given the product [O:1]=[C:2]1[C:6]2([CH2:11][CH2:10][CH2:9][N:8]([C:12]([O:14][C:15]([CH3:18])([CH3:17])[CH3:16])=[O:13])[CH2:7]2)[CH:5]([C:19]2[CH:20]=[CH:21][CH:22]=[CH:23][CH:24]=2)[CH2:4][N:3]1[CH2:33][C:34]([F:37])([F:36])[F:35], predict the reactants needed to synthesize it.